From a dataset of Reaction yield outcomes from USPTO patents with 853,638 reactions. Predict the reaction yield, written as a fraction of the theoretical maximum amount of product (1.0 means a 100% yield; for example, 0.34 means a 34% yield). (1) The reactants are [Cl:1][C:2]1[CH:3]=[C:4]([CH:15]=[C:16]([Cl:18])[CH:17]=1)[CH2:5][NH:6][CH2:7][C:8]1[CH:13]=[CH:12][C:11]([F:14])=[CH:10][CH:9]=1.CCN=C=NCCC[N:27]([CH3:29])C.Cl.[C:31](C(N)C1C=C(C=CC=1)C(O)=O)([O:33][C:34]([CH3:37])([CH3:36])[CH3:35])=[O:32].[CH:49]1[CH:50]=[CH:51][C:52]2N(O)N=N[C:53]=2[CH:54]=1.O.CN([CH:63]=[O:64])C. The catalyst is C(OCC)(=O)C.Cl. The product is [Cl:1][C:2]1[CH:3]=[C:4]([CH:15]=[C:16]([Cl:18])[CH:17]=1)[CH2:5][N:6]([CH2:7][C:8]1[CH:9]=[CH:10][C:11]([F:14])=[CH:12][CH:13]=1)[C:63]([C:49]1[CH:54]=[C:53]([CH:52]=[CH:51][CH:50]=1)[CH2:29][NH:27][C:31](=[O:32])[O:33][C:34]([CH3:35])([CH3:36])[CH3:37])=[O:64]. The yield is 0.890. (2) The reactants are [NH:1]1[C:9]2[C:4](=[CH:5][CH:6]=[CH:7][CH:8]=2)[C:3]([CH:10]=[O:11])=[CH:2]1.[S:12](Cl)([C:15]1[CH:21]=[CH:20][C:18]([CH3:19])=[CH:17][CH:16]=1)(=[O:14])=[O:13].C(N(C(C)C)CC)(C)C.C(=O)([O-])O.[Na+]. The catalyst is C(Cl)Cl. The product is [S:12]([N:1]1[C:9]2[C:4](=[CH:5][CH:6]=[CH:7][CH:8]=2)[C:3]([CH:10]=[O:11])=[CH:2]1)([C:15]1[CH:21]=[CH:20][C:18]([CH3:19])=[CH:17][CH:16]=1)(=[O:14])=[O:13]. The yield is 0.780.